Dataset: Catalyst prediction with 721,799 reactions and 888 catalyst types from USPTO. Task: Predict which catalyst facilitates the given reaction. (1) Reactant: Cl[C:2]1[C:3]2[CH2:11][CH2:10][N:9]([C:12]3[C:17]([C:18]([F:21])([F:20])[F:19])=[CH:16][CH:15]=[CH:14][N:13]=3)[CH2:8][C:4]=2[N:5]=[CH:6][N:7]=1.[F:22][C:23]([F:33])([F:32])[O:24][C:25]1[CH:31]=[CH:30][C:28]([NH2:29])=[CH:27][CH:26]=1.C(#N)C.[I-].[Na+]. Product: [F:19][C:18]([F:21])([F:20])[C:17]1[C:12]([N:9]2[CH2:10][CH2:11][C:3]3[C:2]([NH:29][C:28]4[CH:30]=[CH:31][C:25]([O:24][C:23]([F:22])([F:32])[F:33])=[CH:26][CH:27]=4)=[N:7][CH:6]=[N:5][C:4]=3[CH2:8]2)=[N:13][CH:14]=[CH:15][CH:16]=1. The catalyst class is: 13. (2) Reactant: [C:1]([O:5][C:6]([N:8]1[CH2:16][C:15]2[C:10](=[CH:11][CH:12]=[C:13](Br)[CH:14]=2)[CH2:9]1)=[O:7])([CH3:4])([CH3:3])[CH3:2].C(=O)([O-])[O-].[K+].[K+].[B:24]1([B:24]2[O:28][C:27]([CH3:30])([CH3:29])[C:26]([CH3:32])([CH3:31])[O:25]2)[O:28][C:27]([CH3:30])([CH3:29])[C:26]([CH3:32])([CH3:31])[O:25]1. Product: [C:1]([O:5][C:6]([N:8]1[CH2:16][C:15]2[C:10](=[CH:11][CH:12]=[C:13]([B:24]3[O:28][C:27]([CH3:30])([CH3:29])[C:26]([CH3:32])([CH3:31])[O:25]3)[CH:14]=2)[CH2:9]1)=[O:7])([CH3:4])([CH3:3])[CH3:2]. The catalyst class is: 3.